The task is: Predict the reactants needed to synthesize the given product.. This data is from Full USPTO retrosynthesis dataset with 1.9M reactions from patents (1976-2016). (1) The reactants are: Br[C:2]1[C:10]2[N:9]3[CH2:11][CH2:12][NH:13][C:14](=[O:15])[C:8]3=[C:7]([CH3:16])[C:6]=2[CH:5]=[C:4]([Cl:17])[CH:3]=1.[Cl:18][C:19]1[CH:20]=[C:21](B(O)O)[CH:22]=[CH:23][C:24]=1[Cl:25]. Given the product [Cl:17][C:4]1[CH:3]=[C:2]([C:22]2[CH:21]=[CH:20][C:19]([Cl:18])=[C:24]([Cl:25])[CH:23]=2)[C:10]2[N:9]3[CH2:11][CH2:12][NH:13][C:14](=[O:15])[C:8]3=[C:7]([CH3:16])[C:6]=2[CH:5]=1, predict the reactants needed to synthesize it. (2) The reactants are: C[O:2][C:3]1[CH:4]=[C:5]2[C:10](=[CH:11][CH:12]=1)[C@@H:9]([C:13]1[CH:26]=[CH:25][C:16]([O:17][CH2:18][CH2:19][N:20]3[CH2:24][CH2:23][CH2:22][CH2:21]3)=[CH:15][CH:14]=1)[C@@H:8]([C:27]1[CH:32]=[CH:31][CH:30]=[CH:29][CH:28]=1)[CH2:7][CH2:6]2.Br. Given the product [C:27]1([C@H:8]2[CH2:7][CH2:6][C:5]3[CH:4]=[C:3]([OH:2])[CH:12]=[CH:11][C:10]=3[C@H:9]2[C:13]2[CH:26]=[CH:25][C:16]([O:17][CH2:18][CH2:19][N:20]3[CH2:24][CH2:23][CH2:22][CH2:21]3)=[CH:15][CH:14]=2)[CH:32]=[CH:31][CH:30]=[CH:29][CH:28]=1, predict the reactants needed to synthesize it.